The task is: Predict which catalyst facilitates the given reaction.. This data is from Catalyst prediction with 721,799 reactions and 888 catalyst types from USPTO. Reactant: Cl.[C:2]([C:6]1[N:10]=[CH:9][N:8]([CH2:11]Cl)[N:7]=1)([CH3:5])([CH3:4])[CH3:3].[F:13][C:14]([F:23])([F:22])[CH2:15][CH2:16][CH:17]([C:20]#[N:21])[C:18]#[N:19].C(=O)([O-])[O-].[K+].[K+].O. Product: [C:2]([C:6]1[N:10]=[CH:9][N:8]([CH2:11][C:17]([CH2:16][CH2:15][C:14]([F:13])([F:22])[F:23])([C:18]#[N:19])[C:20]#[N:21])[N:7]=1)([CH3:5])([CH3:4])[CH3:3]. The catalyst class is: 9.